From a dataset of Catalyst prediction with 721,799 reactions and 888 catalyst types from USPTO. Predict which catalyst facilitates the given reaction. (1) Reactant: ClC(Cl)(Cl)C([C:5]1[N:9]2[C:10]([CH2:14][N:15]([C:28]([O:30]C(C)(C)C)=O)[CH2:16][CH2:17][CH2:18][CH2:19][NH:20][S:21]([C:24]([F:27])([F:26])[F:25])(=[O:23])=[O:22])=[CH:11][CH:12]=[CH:13][C:8]2=[N:7][CH:6]=1)=O.I[Si](C)(C)C.C(=O)([O-])O.[Na+]. Product: [F:25][C:24]([F:26])([F:27])[S:21]([NH:20][CH2:19][CH2:18][CH2:17][CH2:16][N:15]1[CH2:14][C:10]2[N:9]3[C:5](=[CH:6][N:7]=[C:8]3[CH:13]=[CH:12][CH:11]=2)[C:28]1=[O:30])(=[O:23])=[O:22]. The catalyst class is: 22. (2) The catalyst class is: 3. Product: [Cl:1][C:2]1[CH:7]=[CH:6][C:5]([CH3:8])=[CH:4][C:3]=1[O:9][CH3:10]. Reactant: [Cl:1][C:2]1[CH:7]=[CH:6][C:5]([CH3:8])=[CH:4][C:3]=1[OH:9].[C:10](=O)([O-])[O-].[K+].[K+].CI.